This data is from Forward reaction prediction with 1.9M reactions from USPTO patents (1976-2016). The task is: Predict the product of the given reaction. (1) Given the reactants [Cl:1][C:2]1[CH:7]=[CH:6][C:5]([S:8]([CH2:11][C:12]2[C:17]([F:18])=[C:16]([F:19])[CH:15]=[CH:14][C:13]=2[F:20])(=[O:10])=[O:9])=[CH:4][CH:3]=1.C([Li])CCC.[CH2:26]1[O:29][CH:27]1[CH3:28], predict the reaction product. The product is: [Cl:1][C:2]1[CH:3]=[CH:4][C:5]([S:8]([CH:11]([C:12]2[C:13]([F:20])=[CH:14][CH:15]=[C:16]([F:19])[C:17]=2[F:18])[CH2:26][CH:27]([OH:29])[CH3:28])(=[O:10])=[O:9])=[CH:6][CH:7]=1. (2) Given the reactants [Br:1][C:2]1[CH:7]=[CH:6][C:5](=[O:8])[NH:4][C:3]=1[C:9]#[N:10].[Si:11](Cl)([C:14]([CH3:17])([CH3:16])[CH3:15])([CH3:13])[CH3:12].N1C=CN=C1, predict the reaction product. The product is: [Br:1][C:2]1[C:3]([C:9]#[N:10])=[N:4][C:5]([O:8][Si:11]([C:14]([CH3:17])([CH3:16])[CH3:15])([CH3:13])[CH3:12])=[CH:6][CH:7]=1.